Dataset: Forward reaction prediction with 1.9M reactions from USPTO patents (1976-2016). Task: Predict the product of the given reaction. (1) Given the reactants [OH:1][CH:2]([C:10]1[CH:15]=[CH:14][C:13]([S:16]([N:19]([C:24]2[CH:29]=[CH:28][C:27]([CH:30]([CH3:32])[CH3:31])=[CH:26][N+:25]=2[O-])[CH2:20][CH:21]([CH3:23])[CH3:22])(=[O:18])=[O:17])=[CH:12][CH:11]=1)[CH2:3][N:4]1[CH2:9][CH2:8][O:7][CH2:6][CH2:5]1, predict the reaction product. The product is: [OH:1][CH:2]([C:10]1[CH:15]=[CH:14][C:13]([S:16]([N:19]([CH2:20][CH:21]([CH3:23])[CH3:22])[C:24]2[CH:29]=[CH:28][C:27]([CH:30]([CH3:31])[CH3:32])=[CH:26][N:25]=2)(=[O:17])=[O:18])=[CH:12][CH:11]=1)[CH2:3][N:4]1[CH2:9][CH2:8][O:7][CH2:6][CH2:5]1. (2) Given the reactants [CH3:1][O:2][C:3]1[CH:18]=[C:17]([O:19][CH3:20])[CH:16]=[CH:15][C:4]=1[CH2:5][NH:6][C:7]1[CH:14]=[CH:13][C:10]([C:11]#[N:12])=[CH:9][N:8]=1.[C:21]([C:23]1[CH:24]=[C:25]([S:30](Cl)(=[O:32])=[O:31])[CH:26]=[CH:27][C:28]=1[F:29])#[N:22], predict the reaction product. The product is: [C:21]([C:23]1[CH:24]=[C:25]([S:30]([N:6]([C:7]2[CH:14]=[CH:13][C:10]([C:11]#[N:12])=[CH:9][N:8]=2)[CH2:5][C:4]2[CH:15]=[CH:16][C:17]([O:19][CH3:20])=[CH:18][C:3]=2[O:2][CH3:1])(=[O:32])=[O:31])[CH:26]=[CH:27][C:28]=1[F:29])#[N:22]. (3) Given the reactants Br[C:2]1[CH:3]=[N:4][CH:5]=[C:6]([CH:30]=1)[C:7]([NH:9][C:10]1[CH:15]=[CH:14][C:13]([CH3:16])=[C:12]([NH:17][C:18]2[CH:19]=[C:20]3[C:25](=[CH:26][CH:27]=2)[N:24]=[CH:23][N:22]([CH3:28])[C:21]3=[O:29])[CH:11]=1)=[O:8].CC#N.C(N(CC)CC)C.[CH3:41][N:42]([CH3:46])[CH2:43][C:44]#[CH:45], predict the reaction product. The product is: [CH3:41][N:42]([CH3:46])[CH2:43][C:44]#[C:45][C:2]1[CH:3]=[N:4][CH:5]=[C:6]([CH:30]=1)[C:7]([NH:9][C:10]1[CH:15]=[CH:14][C:13]([CH3:16])=[C:12]([NH:17][C:18]2[CH:19]=[C:20]3[C:25](=[CH:26][CH:27]=2)[N:24]=[CH:23][N:22]([CH3:28])[C:21]3=[O:29])[CH:11]=1)=[O:8]. (4) Given the reactants [Cl:1][C:2]1[CH:3]=[C:4]([N:9]2[C:13]([C:14]3[CH:19]=[C:18]([O:20][CH3:21])[CH:17]=[C:16]([F:22])[CH:15]=3)=[CH:12][C:11]([C:23]([OH:25])=O)=[N:10]2)[CH:5]=[CH:6][C:7]=1[F:8].ClC1C=C(N2C(C3C=C(OC)C=C(F)C=3)=CC(C([N:49]3[CH2:53][C:52](=[O:54])[NH:51][CH2:50]3)=O)=N2)C=CC=1, predict the reaction product. The product is: [Cl:1][C:2]1[CH:3]=[C:4]([N:9]2[C:13]([C:14]3[CH:19]=[C:18]([O:20][CH3:21])[CH:17]=[C:16]([F:22])[CH:15]=3)=[CH:12][C:11]([C:23]([N:49]3[CH2:53][C:52](=[O:54])[NH:51][CH2:50]3)=[O:25])=[N:10]2)[CH:5]=[CH:6][C:7]=1[F:8]. (5) Given the reactants C[O:2][C:3]([C:5]1[CH:13]=[C:12]2[C:8]([C:9]([CH:32]3[CH2:37][CH2:36][CH2:35][CH2:34][CH2:33]3)=[C:10]([C:23]3[CH:28]=[CH:27][C:26]([NH2:29])=[C:25]([CH:30]=O)[CH:24]=3)[N:11]2[CH2:14][C:15]([N:17]2[CH2:22][CH2:21][O:20][CH2:19][CH2:18]2)=[O:16])=[CH:7][CH:6]=1)=[O:4].[CH3:38][C:39]1[S:40][C:41]([CH3:47])=[CH:42][C:43]=1[C:44](=O)[CH3:45], predict the reaction product. The product is: [CH:32]1([C:9]2[C:8]3[C:12](=[CH:13][C:5]([C:3]([OH:2])=[O:4])=[CH:6][CH:7]=3)[N:11]([CH2:14][C:15]([N:17]3[CH2:22][CH2:21][O:20][CH2:19][CH2:18]3)=[O:16])[C:10]=2[C:23]2[CH:24]=[C:25]3[C:26](=[CH:27][CH:28]=2)[N:29]=[C:44]([C:43]2[CH:42]=[C:41]([CH3:47])[S:40][C:39]=2[CH3:38])[CH:45]=[CH:30]3)[CH2:33][CH2:34][CH2:35][CH2:36][CH2:37]1.